This data is from Serine/threonine kinase 33 screen with 319,792 compounds. The task is: Binary Classification. Given a drug SMILES string, predict its activity (active/inactive) in a high-throughput screening assay against a specified biological target. The molecule is O1C(CN(C(=O)CCC(=O)N2CCN(CC2)c2ccc(OC)cc2)c2c1cccc2)C. The result is 0 (inactive).